This data is from Reaction yield outcomes from USPTO patents with 853,638 reactions. The task is: Predict the reaction yield, written as a fraction of the theoretical maximum amount of product (1.0 means a 100% yield; for example, 0.34 means a 34% yield). (1) The reactants are B(F)(F)F.CCOCC.C(O[CH:13]([O:17][CH2:18][CH3:19])[O:14][CH2:15][CH3:16])C.[Cl:20][CH2:21][C:22](=[O:24])[CH3:23].CCN(C(C)C)C(C)C.C([O-])(O)=O.[Na+]. The catalyst is C(Cl)Cl. The product is [Cl:20][CH:21]([CH:13]([O:14][CH2:15][CH3:16])[O:17][CH2:18][CH3:19])[C:22](=[O:24])[CH3:23]. The yield is 0.480. (2) The yield is 0.210. The reactants are [ClH:1].[NH2:2][C:3]1[C:4]([C:8](=[N:10][OH:11])N)=[N:5][O:6][N:7]=1.N([O-])=O.[Na+]. The catalyst is O. The product is [NH2:2][C:3]1[C:4]([C:8]([Cl:1])=[N:10][OH:11])=[N:5][O:6][N:7]=1. (3) The reactants are [CH:1]1[C:2]([C:10]#[N:11])=[CH:3][N:4]2[C:9]=1[CH:8]=[CH:7][CH:6]=[CH:5]2. The catalyst is C1COCC1.[H-].[H-].[H-].[H-].[Li+].[Al+3]. The product is [CH:1]1[C:2]([CH2:10][NH2:11])=[CH:3][N:4]2[C:9]=1[CH:8]=[CH:7][CH:6]=[CH:5]2. The yield is 0.460. (4) The catalyst is CO.[Pd]. The yield is 0.510. The product is [NH2:11][CH2:10][CH2:9][CH2:8][CH2:7][N:6]1[C:2](=[O:1])[NH:3][NH:4][C:5]1=[O:22]. The reactants are [O:1]=[C:2]1[N:6]([CH2:7][CH2:8][CH2:9][CH2:10][NH:11]C(=O)OCC2C=CC=CC=2)[C:5](=[O:22])[NH:4][NH:3]1.